From a dataset of Reaction yield outcomes from USPTO patents with 853,638 reactions. Predict the reaction yield, written as a fraction of the theoretical maximum amount of product (1.0 means a 100% yield; for example, 0.34 means a 34% yield). (1) The reactants are [H-].[Na+].[O:3]1[CH2:8][CH2:7][CH:6]([OH:9])[CH2:5][CH2:4]1.[Cl:10][C:11]1[N:12]=[C:13](Cl)[C:14]2[C:19]([I:20])=[CH:18][N:17]([CH2:21][O:22][CH2:23][CH2:24][Si:25]([CH3:28])([CH3:27])[CH3:26])[C:15]=2[N:16]=1. The catalyst is C1COCC1. The product is [Cl:10][C:11]1[N:12]=[C:13]([O:9][CH:6]2[CH2:7][CH2:8][O:3][CH2:4][CH2:5]2)[C:14]2[C:19]([I:20])=[CH:18][N:17]([CH2:21][O:22][CH2:23][CH2:24][Si:25]([CH3:28])([CH3:27])[CH3:26])[C:15]=2[N:16]=1. The yield is 0.840. (2) The reactants are [CH3:1][C:2]1([CH3:22])[C:6]2[CH:7]=[C:8]([CH2:20][OH:21])[CH:9]=[C:10](B3OC(C)(C)C(C)(C)O3)[C:5]=2[O:4][CH2:3]1.Br[C:24]1[CH:25]=[C:26]([CH:29]=[CH:30][C:31]=1[O:32][C:33]([F:36])([F:35])[F:34])[CH:27]=[O:28]. No catalyst specified. The product is [OH:21][CH2:20][C:8]1[CH:9]=[C:10]([C:30]2[CH:29]=[C:26]([CH:25]=[CH:24][C:31]=2[O:32][C:33]([F:34])([F:35])[F:36])[CH:27]=[O:28])[C:5]2[O:4][CH2:3][C:2]([CH3:1])([CH3:22])[C:6]=2[CH:7]=1. The yield is 0.590. (3) The reactants are [CH3:1][N:2]([CH3:32])[C:3]1[N:12]=[C:11]([NH:13][CH2:14][C:15]2[CH:20]=[CH:19][C:18]([NH:21][C:22](=[O:30])[C:23]3[CH:28]=[CH:27][C:26]([F:29])=[CH:25][CH:24]=3)=[CH:17][CH:16]=2)[C:10]2[C:5](=[CH:6][C:7](I)=[CH:8][CH:9]=2)[N:4]=1.[CH3:33][C:34]([CH3:41])([CH3:40])/[CH:35]=[CH:36]/B(O)O.Cl. No catalyst specified. The product is [CH3:1][N:2]([CH3:32])[C:3]1[N:12]=[C:11]([NH:13][CH2:14][C:15]2[CH:20]=[CH:19][C:18]([NH:21][C:22](=[O:30])[C:23]3[CH:28]=[CH:27][C:26]([F:29])=[CH:25][CH:24]=3)=[CH:17][CH:16]=2)[C:10]2[C:5](=[CH:6][C:7](/[CH:36]=[CH:35]/[C:34]([CH3:41])([CH3:40])[CH3:33])=[CH:8][CH:9]=2)[N:4]=1. The yield is 0.270. (4) The reactants are [CH:1]([C:4]1[NH:5][C:6]2[C:11]([CH:12]=1)=[CH:10][C:9]([N+:13]([O-])=O)=[CH:8][CH:7]=2)([CH3:3])[CH3:2]. The catalyst is [Ni].CO. The product is [CH:1]([C:4]1[NH:5][C:6]2[C:11]([CH:12]=1)=[CH:10][C:9]([NH2:13])=[CH:8][CH:7]=2)([CH3:3])[CH3:2]. The yield is 0.410. (5) The reactants are [Cl:1][C:2]1[CH:10]=[CH:9][C:8]2[NH:7][C:6]3[CH2:11][CH2:12][N:13]([CH3:15])[CH2:14][C:5]=3[C:4]=2[CH:3]=1.[OH-].[K+].[CH2:18]([C:20]1[CH:25]=[CH:24][C:23]([CH:26]=[CH2:27])=[CH:22][N:21]=1)[CH3:19]. The catalyst is CN1CCCC1=O.O. The product is [Cl:1][C:2]1[CH:10]=[CH:9][C:8]2[N:7]([CH2:27][CH2:26][C:23]3[CH:22]=[N:21][C:20]([CH2:18][CH3:19])=[CH:25][CH:24]=3)[C:6]3[CH2:11][CH2:12][N:13]([CH3:15])[CH2:14][C:5]=3[C:4]=2[CH:3]=1. The yield is 0.100. (6) The reactants are [CH2:1]([O:8][C:9]1[CH:27]=[CH:26][C:12]([O:13][C:14]2[CH:22]=[CH:21][C:17]([C:18]([OH:20])=[O:19])=[CH:16][C:15]=2[N+:23]([O-])=O)=[CH:11][CH:10]=1)[C:2]1[CH:7]=[CH:6][CH:5]=[CH:4][CH:3]=1.[Cl-].[NH4+].O. The catalyst is CO.O1CCCC1.[Fe]. The product is [NH2:23][C:15]1[CH:16]=[C:17]([CH:21]=[CH:22][C:14]=1[O:13][C:12]1[CH:26]=[CH:27][C:9]([O:8][CH2:1][C:2]2[CH:3]=[CH:4][CH:5]=[CH:6][CH:7]=2)=[CH:10][CH:11]=1)[C:18]([OH:20])=[O:19]. The yield is 1.00. (7) The reactants are [C:1](OC(=O)C)(=[O:3])[CH3:2].[ClH:8].[CH3:9][O:10][C:11]1[CH:33]=[CH:32][C:14]2[N:15]=[C:16]([N:18]3[CH2:23][CH2:22][NH:21][CH2:20][CH:19]3[CH2:24][O:25][C:26]3[CH:27]=[N:28][CH:29]=[CH:30][CH:31]=3)[S:17][C:13]=2[CH:12]=1. The catalyst is C1COCC1. The product is [ClH:8].[ClH:8].[CH3:9][O:10][C:11]1[CH:33]=[CH:32][C:14]2[N:15]=[C:16]([N:18]3[CH2:23][CH2:22][N:21]([C:1](=[O:3])[CH3:2])[CH2:20][CH:19]3[CH2:24][O:25][C:26]3[CH:27]=[N:28][CH:29]=[CH:30][CH:31]=3)[S:17][C:13]=2[CH:12]=1. The yield is 0.850.